This data is from Catalyst prediction with 721,799 reactions and 888 catalyst types from USPTO. The task is: Predict which catalyst facilitates the given reaction. (1) Reactant: [O:1]1[C:5]2[CH:6]=[CH:7][C:8]([CH2:10][C:11]([C:13]3[CH:18]=[CH:17][CH:16]=[C:15]([Br:19])[N:14]=3)=O)=[CH:9][C:4]=2[O:3][CH2:2]1.COC(OC)[N:23]([CH3:25])C.[NH2:28]N. Product: [O:1]1[C:5]2[CH:6]=[CH:7][C:8]([C:10]3[C:11]([C:13]4[CH:18]=[CH:17][CH:16]=[C:15]([Br:19])[N:14]=4)=[N:28][NH:23][CH:25]=3)=[CH:9][C:4]=2[O:3][CH2:2]1. The catalyst class is: 1. (2) Reactant: [C:1]1(=[O:11])[NH:5][C:4](=[O:6])[C:3]2=[CH:7][CH:8]=[CH:9][CH:10]=[C:2]12.C(O)(=O)C1C(=CC=CC=1)C(O)=[O:16].C1(=O)OC(=O)C2=CC=CC=C12. Product: [OH:16][N:5]1[C:1](=[O:11])[C:2]2=[CH:10][CH:9]=[CH:8][CH:7]=[C:3]2[C:4]1=[O:6]. The catalyst class is: 33. (3) Reactant: Br[C:2]1[CH:7]=[CH:6][N:5]2[C:8]([C:11]([NH:13][C:14]3[CH:19]=[C:18]([C:20](=[O:32])[NH:21][CH2:22][CH2:23][N:24]4[C@H:29]([CH3:30])[CH2:28][CH2:27][CH2:26][C@@H:25]4[CH3:31])[CH:17]=[CH:16][C:15]=3[F:33])=[O:12])=[CH:9][N:10]=[C:4]2[CH:3]=1.[CH3:34][N:35]1[CH:39]=[C:38](B(O)O)[CH:37]=[N:36]1.C(=O)([O-])[O-].[Cs+].[Cs+].C(Cl)[Cl:50]. Product: [ClH:50].[CH3:30][C@H:29]1[CH2:28][CH2:27][CH2:26][C@@H:25]([CH3:31])[N:24]1[CH2:23][CH2:22][NH:21][C:20]([C:18]1[CH:17]=[CH:16][C:15]([F:33])=[C:14]([NH:13][C:11]([C:8]2[N:5]3[CH:6]=[CH:7][C:2]([C:38]4[CH:37]=[N:36][N:35]([CH3:34])[CH:39]=4)=[CH:3][C:4]3=[N:10][CH:9]=2)=[O:12])[CH:19]=1)=[O:32]. The catalyst class is: 149. (4) Reactant: [CH:1]1([CH2:6][CH:7]([C:18]2[NH:31][C:21]3=[N:22][CH:23]=[C:24]([CH2:26][CH:27]([OH:30])CO)[CH:25]=[C:20]3[CH:19]=2)[C:8]2[CH:13]=[CH:12][C:11]([S:14]([CH3:17])(=[O:16])=[O:15])=[CH:10][CH:9]=2)[CH2:5][CH2:4][CH2:3][CH2:2]1.I([O-])(=O)(=O)=O.[Na+]. Product: [CH:1]1([CH2:6][CH:7]([C:18]2[NH:31][C:21]3=[N:22][CH:23]=[C:24]([CH2:26][CH:27]=[O:30])[CH:25]=[C:20]3[CH:19]=2)[C:8]2[CH:13]=[CH:12][C:11]([S:14]([CH3:17])(=[O:16])=[O:15])=[CH:10][CH:9]=2)[CH2:5][CH2:4][CH2:3][CH2:2]1. The catalyst class is: 7.